This data is from Forward reaction prediction with 1.9M reactions from USPTO patents (1976-2016). The task is: Predict the product of the given reaction. (1) Given the reactants [NH2:1][C:2]1[CH:7]=[CH:6][C:5]([CH:8]2[C:17]([CH3:19])([CH3:18])[CH2:16][C:15]3[C:10](=[CH:11][CH:12]=[C:13]([C:20]([O:22][CH3:23])=[O:21])[CH:14]=3)[NH:9]2)=[CH:4][CH:3]=1.[C:24]1([C:30](O)=[O:31])[CH2:29][CH2:28][CH2:27][CH2:26][CH:25]=1.C(N(CC)C(C)C)(C)C.P(Cl)(Cl)(Cl)=O, predict the reaction product. The product is: [C:24]1([C:30]([NH:1][C:2]2[CH:3]=[CH:4][C:5]([CH:8]3[C:17]([CH3:18])([CH3:19])[CH2:16][C:15]4[C:10](=[CH:11][CH:12]=[C:13]([C:20]([O:22][CH3:23])=[O:21])[CH:14]=4)[NH:9]3)=[CH:6][CH:7]=2)=[O:31])[CH2:29][CH2:28][CH2:27][CH2:26][CH:25]=1. (2) Given the reactants FC(F)(F)C(O)=O.C(OC(=O)[NH:14][CH:15]([CH:24]1[CH2:29][CH2:28][CH:27]([OH:30])[CH2:26][CH2:25]1)[C:16]1[CH:21]=[CH:20][C:19]([O:22][CH3:23])=[CH:18][CH:17]=1)(C)(C)C.Cl.O, predict the reaction product. The product is: [NH2:14][CH:15]([C:16]1[CH:21]=[CH:20][C:19]([O:22][CH3:23])=[CH:18][CH:17]=1)[CH:24]1[CH2:29][CH2:28][CH:27]([OH:30])[CH2:26][CH2:25]1.